From a dataset of Peptide-MHC class II binding affinity with 134,281 pairs from IEDB. Regression. Given a peptide amino acid sequence and an MHC pseudo amino acid sequence, predict their binding affinity value. This is MHC class II binding data. (1) The peptide sequence is TIPQSLDSWWTSLNF. The MHC is DRB1_0101 with pseudo-sequence DRB1_0101. The binding affinity (normalized) is 0. (2) The peptide sequence is QEMIKYMTLVSAAER. The MHC is DRB1_0101 with pseudo-sequence DRB1_0101. The binding affinity (normalized) is 0.670. (3) The peptide sequence is WLDAKSTWYGKPTGA. The MHC is HLA-DQA10101-DQB10501 with pseudo-sequence HLA-DQA10101-DQB10501. The binding affinity (normalized) is 0. (4) The peptide sequence is GELQDVDKIDAAFKI. The MHC is DRB5_0101 with pseudo-sequence DRB5_0101. The binding affinity (normalized) is 0.730. (5) The peptide sequence is PVTEEPGMAKIPAGE. The MHC is HLA-DQA10501-DQB10301 with pseudo-sequence HLA-DQA10501-DQB10301. The binding affinity (normalized) is 0.620. (6) The peptide sequence is NCVLKKSTNGLRIKS. The MHC is DRB1_1001 with pseudo-sequence DRB1_1001. The binding affinity (normalized) is 0.184.